Dataset: Forward reaction prediction with 1.9M reactions from USPTO patents (1976-2016). Task: Predict the product of the given reaction. (1) Given the reactants [C:1]([O:5][C:6]([N:8]1[C@H:13]([C:14]([OH:16])=O)[CH2:12][C@@H:11]2[C@H:9]1[CH2:10]2)=[O:7])([CH3:4])([CH3:3])[CH3:2].[NH2:17][CH:18]1[CH2:23][CH2:22][CH2:21][CH2:20][C:19]1=[O:24].OC1(C(F)(F)F)CCCC(NC([C@@H]2C[C@@H]3[C@@H](C3)N2C(=O)CN2C3=CN=CC=C3C(C(=O)C)=N2)=O)C1, predict the reaction product. The product is: [C:1]([O:5][C:6]([N:8]1[C@H:13]([C:14](=[O:16])[NH:17][CH:18]2[CH2:23][CH2:22][CH2:21][CH2:20][C:19]2=[O:24])[CH2:12][C@@H:11]2[C@H:9]1[CH2:10]2)=[O:7])([CH3:2])([CH3:3])[CH3:4]. (2) Given the reactants [CH3:1][O:2][C:3]1[CH:4]=[C:5]2[C:10](=[CH:11][CH:12]=1)[C:9]([O:13][Si](C)(C)C)=[CH:8][CH2:7][CH2:6]2.F[B-](F)(F)F.[F:23][C:24]([F:39])([F:38])[S+]1C2C=CC=CC=2C2C=CC=CC1=2, predict the reaction product. The product is: [CH3:1][O:2][C:3]1[CH:4]=[C:5]2[C:10](=[CH:11][CH:12]=1)[C:9](=[O:13])[CH:8]([C:24]([F:39])([F:38])[F:23])[CH2:7][CH2:6]2.